This data is from Peptide-MHC class I binding affinity with 185,985 pairs from IEDB/IMGT. The task is: Regression. Given a peptide amino acid sequence and an MHC pseudo amino acid sequence, predict their binding affinity value. This is MHC class I binding data. (1) The MHC is HLA-B15:01 with pseudo-sequence HLA-B15:01. The binding affinity (normalized) is 0.0847. The peptide sequence is IFLKPDETF. (2) The peptide sequence is AIIRILAQL. The MHC is HLA-A02:01 with pseudo-sequence HLA-A02:01. The binding affinity (normalized) is 0.513. (3) The peptide sequence is LSRNSTHEMY. The MHC is HLA-A01:01 with pseudo-sequence HLA-A01:01. The binding affinity (normalized) is 0.476. (4) The peptide sequence is QALTDLGLL. The MHC is H-2-Kb with pseudo-sequence H-2-Kb. The binding affinity (normalized) is 0.0672. (5) The peptide sequence is REFLTRNPAW. The MHC is Patr-B2401 with pseudo-sequence Patr-B2401. The binding affinity (normalized) is 0. (6) The peptide sequence is TQIQTRRSF. The MHC is HLA-B07:02 with pseudo-sequence HLA-B07:02. The binding affinity (normalized) is 0.334. (7) The peptide sequence is MAAVRTTAL. The MHC is HLA-C06:02 with pseudo-sequence HLA-C06:02. The binding affinity (normalized) is 0.571. (8) The peptide sequence is VSPQTMDGILK. The MHC is Mamu-A01 with pseudo-sequence Mamu-A01. The binding affinity (normalized) is 0.221. (9) The peptide sequence is DLTALLSCI. The MHC is HLA-A02:01 with pseudo-sequence HLA-A02:01. The binding affinity (normalized) is 0.121. (10) The peptide sequence is GILARWGSFK. The MHC is HLA-A11:01 with pseudo-sequence HLA-A11:01. The binding affinity (normalized) is 0.611.